This data is from Peptide-MHC class I binding affinity with 185,985 pairs from IEDB/IMGT. The task is: Regression. Given a peptide amino acid sequence and an MHC pseudo amino acid sequence, predict their binding affinity value. This is MHC class I binding data. (1) The peptide sequence is LWNVVPSDLW. The MHC is Mamu-B17 with pseudo-sequence Mamu-B17. The binding affinity (normalized) is 0.553. (2) The peptide sequence is PETSNVLRNI. The MHC is H-2-Db with pseudo-sequence H-2-Db. The binding affinity (normalized) is 0. (3) The MHC is H-2-Kb with pseudo-sequence H-2-Kb. The binding affinity (normalized) is 0.581. The peptide sequence is LEWIFRAL. (4) The peptide sequence is LTDEDKQNQ. The MHC is HLA-B40:01 with pseudo-sequence HLA-B40:01. The binding affinity (normalized) is 0.0847.